Dataset: Full USPTO retrosynthesis dataset with 1.9M reactions from patents (1976-2016). Task: Predict the reactants needed to synthesize the given product. (1) Given the product [F:1][C:2]1[CH:7]=[CH:6][C:5]([NH:8][CH:9]2[CH2:14][CH2:13][NH:12][CH2:11][CH2:10]2)=[CH:4][CH:3]=1, predict the reactants needed to synthesize it. The reactants are: [F:1][C:2]1[CH:7]=[CH:6][C:5]([NH:8][CH:9]2[CH2:14][CH2:13][N:12](C(OC(C)(C)C)=O)[CH2:11][CH2:10]2)=[CH:4][CH:3]=1.[OH-].[Na+]. (2) Given the product [C:1]([O:5][C:6]([N:8]1[CH2:13][CH2:12][CH:11]([CH2:14][C:15]([O:18][CH2:19][CH2:20][CH2:21][OH:22])([CH3:16])[CH3:17])[CH2:10][CH2:9]1)=[O:7])([CH3:4])([CH3:3])[CH3:2], predict the reactants needed to synthesize it. The reactants are: [C:1]([O:5][C:6]([N:8]1[CH2:13][CH2:12][CH:11]([CH2:14][C:15]([O:18][CH2:19][CH2:20][CH2:21][O:22][Si](C(C)C)(C(C)C)C(C)C)([CH3:17])[CH3:16])[CH2:10][CH2:9]1)=[O:7])([CH3:4])([CH3:3])[CH3:2].[F-].C([N+](CCCC)(CCCC)CCCC)CCC. (3) Given the product [CH3:29][CH:30]([CH3:32])[CH2:31][CH:18]([C:19]1[CH:28]=[CH:27][C:22]([C:23]([O:25][CH3:26])=[O:24])=[CH:21][N:20]=1)[NH:17][C:4]1[CH:5]=[N:6][C:7]([N:8]2[CH:12]=[C:11]([C:13]([F:16])([F:15])[F:14])[CH:10]=[N:9]2)=[C:2]([CH3:1])[CH:3]=1, predict the reactants needed to synthesize it. The reactants are: [CH3:1][C:2]1[CH:3]=[C:4]([N:17]=[CH:18][C:19]2[CH:28]=[CH:27][C:22]([C:23]([O:25][CH3:26])=[O:24])=[CH:21][N:20]=2)[CH:5]=[N:6][C:7]=1[N:8]1[CH:12]=[C:11]([C:13]([F:16])([F:15])[F:14])[CH:10]=[N:9]1.[CH2:29]([Mg]Br)[CH:30]([CH3:32])[CH3:31].[Cl-].[NH4+]. (4) Given the product [CH:2]([C:3]1[CH:8]=[CH:7][C:6]([CH2:9][CH2:10][C:11]([OH:13])=[O:12])=[CH:5][CH:4]=1)=[O:1], predict the reactants needed to synthesize it. The reactants are: [OH:1][CH2:2][C:3]1[CH:8]=[CH:7][C:6]([CH2:9][CH2:10][C:11]([OH:13])=[O:12])=[CH:5][CH:4]=1. (5) The reactants are: [CH3:1][N:2]([CH3:21])[S:3]([C:6]1[CH:7]=[C:8]2[C:12](=[CH:13][CH:14]=1)[N:11]([CH2:15][C:16]([OH:18])=[O:17])[C:10](=[O:19])[C:9]2=[O:20])(=[O:5])=[O:4].[Cl:22][C:23]1[CH:24]=[N+:25]([O-:48])[CH:26]=[C:27]([Cl:47])[C:28]=1[CH2:29][C@@H:30]([C:32]1[CH:37]=[CH:36][C:35]([O:38][CH:39]([F:41])[F:40])=[C:34]([O:42][CH2:43][CH:44]2[CH2:46][CH2:45]2)[CH:33]=1)O.C(Cl)CCl. Given the product [Cl:22][C:23]1[CH:24]=[N+:25]([O-:48])[CH:26]=[C:27]([Cl:47])[C:28]=1[CH2:29][C@@H:30]([C:32]1[CH:37]=[CH:36][C:35]([O:38][CH:39]([F:41])[F:40])=[C:34]([O:42][CH2:43][CH:44]2[CH2:46][CH2:45]2)[CH:33]=1)[O:17][C:16](=[O:18])[CH2:15][N:11]1[C:12]2[C:8](=[CH:7][C:6]([S:3](=[O:5])(=[O:4])[N:2]([CH3:21])[CH3:1])=[CH:14][CH:13]=2)[C:9](=[O:20])[C:10]1=[O:19], predict the reactants needed to synthesize it. (6) Given the product [N+:8]([C:4]1[N:3]=[C:2]([N:12]2[CH2:16][CH2:15][C@@H:14]3[CH2:17][CH2:18][CH2:19][C@H:13]23)[CH:7]=[CH:6][CH:5]=1)([O-:10])=[O:9], predict the reactants needed to synthesize it. The reactants are: Cl[C:2]1[CH:7]=[CH:6][CH:5]=[C:4]([N+:8]([O-:10])=[O:9])[N:3]=1.Cl.[NH:12]1[CH2:16][CH2:15][C@H:14]2[CH2:17][CH2:18][CH2:19][C@@H:13]12.C([O-])(O)=O.[Na+].O.